This data is from Full USPTO retrosynthesis dataset with 1.9M reactions from patents (1976-2016). The task is: Predict the reactants needed to synthesize the given product. Given the product [ClH:37].[CH3:22][C:16]1[CH:17]=[CH:18][CH:19]=[C:20]([CH3:21])[C:15]=1[CH2:14][NH:13][C:4]1[C:5]2[N:6]([C:8]([CH3:12])=[C:9]([CH3:11])[N:10]=2)[CH:7]=[C:2]([N:25]2[CH:26]=[CH:27][CH:28]=[C:29]([CH3:30])[C:24]2=[O:23])[CH:3]=1, predict the reactants needed to synthesize it. The reactants are: Br[C:2]1[CH:3]=[C:4]([NH:13][CH2:14][C:15]2[C:20]([CH3:21])=[CH:19][CH:18]=[CH:17][C:16]=2[CH3:22])[C:5]2[N:6]([C:8]([CH3:12])=[C:9]([CH3:11])[N:10]=2)[CH:7]=1.[OH:23][C:24]1[C:29]([CH3:30])=[CH:28][CH:27]=[CH:26][N:25]=1.C(=O)([O-])[O-].[K+].[K+].[ClH:37].